This data is from Reaction yield outcomes from USPTO patents with 853,638 reactions. The task is: Predict the reaction yield, written as a fraction of the theoretical maximum amount of product (1.0 means a 100% yield; for example, 0.34 means a 34% yield). (1) The reactants are C(N(CC)CC)C.Cl.[NH2:9][CH2:10][C:11]1[CH:19]=[CH:18][CH:17]=[C:16]2[C:12]=1[CH2:13][N:14]([CH:21]1[CH2:26][CH2:25][C:24](=[O:27])[NH:23][C:22]1=[O:28])[C:15]2=[O:20].[C:29]1([CH3:38])[CH:34]=[CH:33][CH:32]=[C:31]([C:35](Cl)=[O:36])[CH:30]=1. The catalyst is C1COCC1. The product is [O:28]=[C:22]1[CH:21]([N:14]2[CH2:13][C:12]3[C:16](=[CH:17][CH:18]=[CH:19][C:11]=3[CH2:10][NH:9][C:35](=[O:36])[C:31]3[CH:32]=[CH:33][CH:34]=[C:29]([CH3:38])[CH:30]=3)[C:15]2=[O:20])[CH2:26][CH2:25][C:24](=[O:27])[NH:23]1. The yield is 0.860. (2) The reactants are [CH2:1]([O:3][C:4](=[O:15])[C:5]([C:7]1[CH:12]=[CH:11][C:10]([Cl:13])=[C:9]([Cl:14])[CH:8]=1)=O)[CH3:2].[CH:16]1([O:21][NH2:22])[CH2:20][CH2:19][CH2:18][CH2:17]1. The catalyst is C(O)C. The product is [CH2:1]([O:3][C:4](=[O:15])/[C:5](=[N:22]/[O:21][CH:16]1[CH2:20][CH2:19][CH2:18][CH2:17]1)/[C:7]1[CH:12]=[CH:11][C:10]([Cl:13])=[C:9]([Cl:14])[CH:8]=1)[CH3:2]. The yield is 0.260. (3) The reactants are [CH3:1][O:2][CH2:3][CH2:4][O:5][CH2:6]Cl.[OH:8][C:9]1[CH:16]=[CH:15][C:12]([CH:13]=[O:14])=[CH:11][CH:10]=1.C([O-])([O-])=O.[K+].[K+]. The catalyst is CC(C)=O. The product is [CH3:1][O:2][CH2:3][CH2:4][O:5][CH2:6][O:8][C:9]1[CH:16]=[CH:15][C:12]([CH:13]=[O:14])=[CH:11][CH:10]=1. The yield is 0.800. (4) The reactants are [CH2:1]([O:5][C:6]1[CH:7]=[C:8](/[CH:20]=[C:21](\[O:25][CH3:26])/[C:22]([OH:24])=[O:23])[CH:9]=[CH:10][C:11]=1OS(C(F)(F)F)(=O)=O)[CH2:2][CH2:3][CH3:4].[CH2:27]([NH:34][C:35](=[O:53])[N:36]([CH3:52])[C:37]1[CH:42]=[CH:41][CH:40]=[C:39](B2OC(C)(C)C(C)(C)O2)[CH:38]=1)[CH2:28][CH2:29][CH2:30][CH2:31][CH2:32][CH3:33].P([O-])([O-])([O-])=O.[K+].[K+].[K+]. The catalyst is CN(C)C=O.C([O-])(=O)C.[Pd+2].C([O-])(=O)C. The product is [CH2:1]([O:5][C:6]1[CH:7]=[C:8](/[CH:20]=[C:21](\[O:25][CH3:26])/[C:22]([OH:24])=[O:23])[CH:9]=[CH:10][C:11]=1[C:41]1[CH:40]=[CH:39][CH:38]=[C:37]([N:36]([CH3:52])[C:35]([NH:34][CH2:27][CH2:28][CH2:29][CH2:30][CH2:31][CH2:32][CH3:33])=[O:53])[CH:42]=1)[CH2:2][CH2:3][CH3:4]. The yield is 0.470. (5) The reactants are [CH3:1][O:2][C:3](=[O:11])[C:4]1[CH:9]=[CH:8][C:7]([OH:10])=[CH:6][CH:5]=1.N1C=CC=CC=1.[CH3:18][S:19](Cl)(=[O:21])=[O:20]. The catalyst is C1COCC1. The product is [CH3:1][O:2][C:3](=[O:11])[C:4]1[CH:9]=[CH:8][C:7]([O:10][S:19]([CH3:18])(=[O:21])=[O:20])=[CH:6][CH:5]=1. The yield is 0.950. (6) The reactants are [NH2:1][C:2]1[CH:7]=[C:6]([Cl:8])[C:5]([OH:9])=[C:4]([Cl:10])[CH:3]=1.Cl[C:12]1[S:13][C:14]2[CH:20]=[C:19]([Cl:21])[CH:18]=[CH:17][C:15]=2[N:16]=1.C([O-])([O-])=O.[K+].[K+].Cl. The catalyst is CS(C)=O.O. The product is [Cl:8][C:6]1[CH:7]=[C:2]([NH2:1])[CH:3]=[C:4]([Cl:10])[C:5]=1[O:9][C:12]1[S:13][C:14]2[CH:20]=[C:19]([Cl:21])[CH:18]=[CH:17][C:15]=2[N:16]=1. The yield is 0.490. (7) The reactants are [C:1]([O:5][C:6]([N:8]1[CH:13]2[CH2:14][CH2:15][CH:9]1[CH2:10][C:11](=[O:16])[CH2:12]2)=[O:7])([CH3:4])([CH3:3])[CH3:2].[Li+].C[Si]([N-][Si](C)(C)C)(C)C.C1C=CC(N([S:34]([C:37]([F:40])([F:39])[F:38])(=[O:36])=[O:35])[S:34]([C:37]([F:40])([F:39])[F:38])(=[O:36])=[O:35])=CC=1. The catalyst is C1COCC1. The product is [C:1]([O:5][C:6]([N:8]1[CH:13]2[CH2:14][CH2:15][CH:9]1[CH:10]=[C:11]([O:16][S:34]([C:37]([F:40])([F:39])[F:38])(=[O:36])=[O:35])[CH2:12]2)=[O:7])([CH3:4])([CH3:2])[CH3:3]. The yield is 0.250.